This data is from Forward reaction prediction with 1.9M reactions from USPTO patents (1976-2016). The task is: Predict the product of the given reaction. (1) The product is: [ClH:1].[CH2:12]([NH:11][C:6]1[CH:5]=[C:4]([CH:14]([CH3:16])[CH3:15])[N:3]=[CH:2][C:7]=1[NH2:8])[CH3:13]. Given the reactants [Cl:1][C:2]1[C:7]([N+:8]([O-])=O)=[C:6]([NH:11][CH2:12][CH3:13])[CH:5]=[C:4]([CH:14]([CH3:16])[CH3:15])[N:3]=1, predict the reaction product. (2) The product is: [CH3:1][O:2][CH2:3][CH2:4][O:5][C:6]1[CH:7]=[C:8]2[C:12](=[C:13]([NH:15][S:16]([C:19]3[CH:24]=[CH:23][CH:22]=[CH:21][N:20]=3)(=[O:17])=[O:18])[CH:14]=1)[NH:11][C:10]([C:25]([OH:27])=[O:26])=[CH:9]2. Given the reactants [CH3:1][O:2][CH2:3][CH2:4][O:5][C:6]1[CH:7]=[C:8]2[C:12](=[C:13]([NH:15][S:16]([C:19]3[CH:24]=[CH:23][CH:22]=[CH:21][N:20]=3)(=[O:18])=[O:17])[CH:14]=1)[NH:11][C:10]([C:25]([O:27]CC)=[O:26])=[CH:9]2.O1CCCC1.[OH-].[K+], predict the reaction product. (3) Given the reactants [CH:1]([C:4]1[CH:9]=[CH:8][C:7]([C:10]([C:12]2[CH:17]=[C:16]([O:18][CH2:19][C:20]#[CH:21])[CH:15]=[CH:14][C:13]=2[NH:22][CH2:23][C:24]2[CH:29]=[CH:28][CH:27]=[C:26]([N+:30]([O-:32])=[O:31])[CH:25]=2)=O)=[CH:6][CH:5]=1)([CH3:3])[CH3:2].[O-:33][C:34]#[N:35].[Na+], predict the reaction product. The product is: [CH:1]([C:4]1[CH:9]=[CH:8][C:7]([C:10]2[C:12]3[C:13](=[CH:14][CH:15]=[C:16]([O:18][CH2:19][C:20]#[CH:21])[CH:17]=3)[N:22]([CH2:23][C:24]3[CH:29]=[CH:28][CH:27]=[C:26]([N+:30]([O-:32])=[O:31])[CH:25]=3)[C:34](=[O:33])[N:35]=2)=[CH:6][CH:5]=1)([CH3:3])[CH3:2]. (4) Given the reactants COC1C=C(OC)C=CC=1C[N:6]([C:19]1[S:20][CH:21]=[CH:22][N:23]=1)[S:7]([C:10]1[CH:18]=[CH:17][C:13]([C:14]([OH:16])=O)=[CH:12][CH:11]=1)(=[O:9])=[O:8].CN(C(ON1N=NC2C=CC=CC1=2)=[N+](C)C)C.F[P-](F)(F)(F)(F)F.CCN(CC)CC.C(Cl)Cl.[C:64]([C:68]1[CH:75]=[CH:74][C:71]([CH2:72][NH2:73])=[CH:70][CH:69]=1)([CH3:67])([CH3:66])[CH3:65], predict the reaction product. The product is: [C:64]([C:68]1[CH:69]=[CH:70][C:71]([CH2:72][NH:73][C:14](=[O:16])[C:13]2[CH:12]=[CH:11][C:10]([S:7]([NH:6][C:19]3[S:20][CH:21]=[CH:22][N:23]=3)(=[O:8])=[O:9])=[CH:18][CH:17]=2)=[CH:74][CH:75]=1)([CH3:67])([CH3:65])[CH3:66]. (5) Given the reactants [CH3:1][N:2]1[C:6]([CH2:7][N:8]2[CH2:12][CH:11]([CH2:13][CH2:14][CH3:15])[CH2:10][C:9]2=[O:16])=[C:5]([C:17]#[N:18])[N:4]=[CH:3]1.C[OH:20], predict the reaction product. The product is: [CH3:1][N:2]1[C:6]([CH2:7][N:8]2[CH2:12][CH:11]([CH2:13][CH2:14][CH3:15])[CH2:10][C:9]2=[O:16])=[C:5]([C:17]([NH2:18])=[O:20])[N:4]=[CH:3]1. (6) Given the reactants [N:1]1([C:6]2[CH:11]=[CH:10][C:9]([N:12]3[CH2:16][C@H:15]([CH2:17][N:18]=[N+:19]=[N-:20])[O:14][C:13]3=[O:21])=[CH:8][C:7]=2[F:22])[CH:5]=[CH:4][N:3]=[CH:2]1.[C:23]12CC(CC1)=C[CH:24]=2, predict the reaction product. The product is: [N:1]1([C:6]2[CH:11]=[CH:10][C:9]([N:12]3[CH2:16][C@H:15]([CH2:17][N:18]4[CH:24]=[CH:23][N:20]=[N:19]4)[O:14][C:13]3=[O:21])=[CH:8][C:7]=2[F:22])[CH:5]=[CH:4][N:3]=[CH:2]1.